From a dataset of Experimentally validated miRNA-target interactions with 360,000+ pairs, plus equal number of negative samples. Binary Classification. Given a miRNA mature sequence and a target amino acid sequence, predict their likelihood of interaction. (1) The miRNA is hsa-miR-197-5p with sequence CGGGUAGAGAGGGCAGUGGGAGG. The protein sequence of the target gene is MAHNKIPPRWLNCPRRGQPVAGRFLPLKTMLGPRYDSQVAEENRFHPSMLSNYLKSLKVKMGLLVDLTNTSRFYDRNDIEKEGIKYIKLQCKGHGECPTTENTETFIRLCERFNERNPPELIGVHCTHGFNRTGFLICAFLVEKMDWSIEAAVATFAQARPPGIYKGDYLKELFRRYGDIEEAPPPPLLPDWCFEDDEDEDEDEDGKKESEPGSSASFGKRRKERLKLGAIFLEGVTVKGVTQVTTQPKLGEVQQKCHQFCGWEGSGFPGAQPVSMDKQNIKLLDLKPYKVSWKADGTRY.... Result: 0 (no interaction). (2) The miRNA is hsa-let-7g-3p with sequence CUGUACAGGCCACUGCCUUGC. The protein sequence of the target gene is MPSEKTFKQRRTFEQRVEDVRLIREQHPTKIPVIIERYKGEKQLPVLDKTKFLVPDHVNMSELIKIIRRRLQLNANQAFFLLVNGHSMVSVSTPISEVYESEKDEDGFLYMVCASQETFGMKLSV. Result: 0 (no interaction). (3) The miRNA is hsa-miR-6890-3p with sequence CCACUGCCUAUGCCCCACAG. The protein sequence of the target gene is MPAPVGRRSPPSPRSSMAAVALRDSAQGMTFEDVAIYFSQEEWELLDESQRFLYCDVMLENFAHVTSLGYCHGMENEAIASEQSVSIQVRTSKGNTPTQKTHLSEIKMCVPVLKDILPAAEHQTTSPVQKSYLGSTSMRGFCFSADLHQHQKHYNEEEPWKRKVDEATFVTGCRFHVLNYFTCGEAFPAPTDLLQHEATPSGEEPHSSSSKHIQAFFNAKSYYKWGEYRKASSHKHTLVQHQSVCSEGGLYECSKCEKAFTCKNTLVQHQQIHTGQKMFECSECEESFSKKCHLILHKII.... Result: 1 (interaction). (4) The miRNA is rno-let-7g-5p with sequence UGAGGUAGUAGUUUGUACAGUU. The protein sequence of the target gene is MAFPPRRRLRLGPRGLPLLLSGLLLPLCRAFNLDVESPAEYSGPEGSYFGFAVDFFVPSASSRMFLLVGAPKANTTQPGIVEGGQVLKCDWSSHRRCQPIEFDATGNRDYAKDDPLEFKSHQWFGASVRSKQDKILACAPLYHWRTEMKQEREPVGTCFLQDGTKTVEYAPCRSKNIDADGQGFCQGGFSIDFTKADRVLLGGPGSFYWQGQLISDQVAEIVSKYDPKVYSIKYNNQLATRTAQAIFDDSYLGYSVAVGDFNGDGIDDFVSGVPRAARTLGMVYIYDGKNMSSLHNFTGE.... Result: 0 (no interaction). (5) The miRNA is hsa-miR-6735-5p with sequence CAGGGCAGAGGGCACAGGAAUCUGA. The protein sequence of the target gene is MAQRYDDLPHYGGMDGVGIPSTMYGDPHAARSMQPVHHLNHGPPLHSHQYPHTAHTNAMAPSMGSSVNDALKRDKDAIYGHPLFPLLALIFEKCELATCTPREPGVAGGDVCSSESFNEDIAVFAKQIRAEKPLFSSNPELDNLMIQAIQVLRFHLLELEKVHELCDNFCHRYISCLKGKMPIDLVIDDREGGSKSDSEDVTRSANLTDQPSWNRDHDDTASTRSGGTPGPSSGGHTSHSGDNSSEQGDGLDNSVASPSTGDDDDPDKDKKRHKKRGIFPKVATNIMRAWLFQHLTHPYP.... Result: 0 (no interaction).